From a dataset of Reaction yield outcomes from USPTO patents with 853,638 reactions. Predict the reaction yield, written as a fraction of the theoretical maximum amount of product (1.0 means a 100% yield; for example, 0.34 means a 34% yield). (1) The reactants are [N+:1]([C:4]1[CH:13]=[CH:12][CH:11]=[C:10]2[C:5]=1[CH:6]=[CH:7][NH:8][C:9]2=[O:14])([O-])=O.[Cl-].[NH4+].O. The catalyst is C(O)C.O1CCCC1.[Zn]. The product is [NH2:1][C:4]1[CH:13]=[CH:12][CH:11]=[C:10]2[C:5]=1[CH:6]=[CH:7][NH:8][C:9]2=[O:14]. The yield is 0.881. (2) The reactants are [CH:1]1([C:7]([N:9]2[CH2:18][CH2:17][C:16]3[C:11](=[CH:12][CH:13]=[C:14]([C:19](O)=[O:20])[CH:15]=3)[CH2:10]2)=[O:8])[CH2:6][CH2:5][CH2:4][CH2:3][CH2:2]1.C(Cl)CCl.C1C=CC2N(O)N=NC=2C=1.[NH:36]1[CH2:40][CH2:39][CH2:38][C@H:37]1[CH2:41][N:42]1[CH2:46][CH2:45][CH2:44][CH2:43]1. The catalyst is C(Cl)Cl.[OH-].[Na+]. The product is [CH:1]1([C:7]([N:9]2[CH2:18][CH2:17][C:16]3[C:11](=[CH:12][CH:13]=[C:14]([C:19]([N:36]4[CH2:40][CH2:39][CH2:38][C@H:37]4[CH2:41][N:42]4[CH2:46][CH2:45][CH2:44][CH2:43]4)=[O:20])[CH:15]=3)[CH2:10]2)=[O:8])[CH2:6][CH2:5][CH2:4][CH2:3][CH2:2]1. The yield is 0.410. (3) The reactants are [Br:1][C:2]1[CH:3]=[C:4]([CH:8]([C:10]2[CH:15]=[CH:14][CH:13]=[C:12]([Br:16])[CH:11]=2)[OH:9])[CH:5]=[CH:6][CH:7]=1. The catalyst is ClCCl.O=[Mn]=O. The product is [Br:1][C:2]1[CH:3]=[C:4]([C:8]([C:10]2[CH:15]=[CH:14][CH:13]=[C:12]([Br:16])[CH:11]=2)=[O:9])[CH:5]=[CH:6][CH:7]=1. The yield is 0.900.